From a dataset of Forward reaction prediction with 1.9M reactions from USPTO patents (1976-2016). Predict the product of the given reaction. (1) Given the reactants COC1C=CC(C[N:8]2[C:12](=[O:13])[C@@:11]3([CH2:25][C:16]4=[N:17][CH:18]=[C:19]([C:21]([O:23][CH3:24])=[O:22])[CH:20]=[C:15]4[CH2:14]3)[N:10]([CH3:26])[C:9]2=[O:27])=CC=1.[N+]([O-])([O-])=O.[NH4+], predict the reaction product. The product is: [CH3:26][N:10]1[C@:11]2([CH2:25][C:16]3=[N:17][CH:18]=[C:19]([C:21]([O:23][CH3:24])=[O:22])[CH:20]=[C:15]3[CH2:14]2)[C:12](=[O:13])[NH:8][C:9]1=[O:27]. (2) Given the reactants [Na].Cl.[NH2:3][C:4]([NH2:6])=[NH:5].CN(C)/[CH:9]=[CH:10]/[C:11]([C:13]1[S:17][C:16]([C:18]([NH:20][CH2:21][C:22]2[CH:27]=[CH:26][CH:25]=[CH:24][CH:23]=2)=[O:19])=[CH:15][CH:14]=1)=O, predict the reaction product. The product is: [NH2:5][C:4]1[N:6]=[C:11]([C:13]2[S:17][C:16]([C:18]([NH:20][CH2:21][C:22]3[CH:23]=[CH:24][CH:25]=[CH:26][CH:27]=3)=[O:19])=[CH:15][CH:14]=2)[CH:10]=[CH:9][N:3]=1.